This data is from Full USPTO retrosynthesis dataset with 1.9M reactions from patents (1976-2016). The task is: Predict the reactants needed to synthesize the given product. (1) Given the product [F:5][C:4]([F:7])([F:6])[CH2:3][CH2:2][S:15][C:12]1[CH:13]=[CH:14][C:9]([Br:8])=[CH:10][CH:11]=1, predict the reactants needed to synthesize it. The reactants are: Br[CH2:2][CH2:3][C:4]([F:7])([F:6])[F:5].[Br:8][C:9]1[CH:14]=[CH:13][C:12]([SH:15])=[CH:11][CH:10]=1.C(=O)([O-])[O-].[K+].[K+].O. (2) Given the product [ClH:28].[ClH:28].[CH3:2][O:3][C:4]1[CH:5]=[C:6]([C@H:10]([NH:12][C@H:13]2[CH2:17][CH2:16][N:15]([C:18]3[CH:23]=[CH:22][CH:21]=[CH:20][C:19]=3[C:24]([F:26])([F:27])[F:25])[CH2:14]2)[CH3:11])[CH:7]=[CH:8][CH:9]=1, predict the reactants needed to synthesize it. The reactants are: [Ca].[CH3:2][O:3][C:4]1[CH:5]=[C:6]([C@H:10]([NH:12][C@H:13]2[CH2:17][CH2:16][N:15]([C:18]3[CH:23]=[CH:22][CH:21]=[CH:20][C:19]=3[C:24]([F:27])([F:26])[F:25])[CH2:14]2)[CH3:11])[CH:7]=[CH:8][CH:9]=1.[ClH:28].O1CCOCC1.